Dataset: Peptide-MHC class II binding affinity with 134,281 pairs from IEDB. Task: Regression. Given a peptide amino acid sequence and an MHC pseudo amino acid sequence, predict their binding affinity value. This is MHC class II binding data. (1) The peptide sequence is KRWIKMSILNTAGSG. The MHC is HLA-DQA10101-DQB10501 with pseudo-sequence HLA-DQA10101-DQB10501. The binding affinity (normalized) is 0.310. (2) The peptide sequence is DAFIAALTEALRVIA. The MHC is DRB1_0301 with pseudo-sequence DRB1_0301. The binding affinity (normalized) is 0.719. (3) The binding affinity (normalized) is 0.510. The MHC is DRB1_0405 with pseudo-sequence DRB1_0405. The peptide sequence is SVQVRGELAAEEVEV. (4) The peptide sequence is IVYSLVTTISSLSRI. The MHC is H-2-IAb with pseudo-sequence H-2-IAb. The binding affinity (normalized) is 0.648. (5) The peptide sequence is SMHLMLANAGRSSGS. The MHC is H-2-IAb with pseudo-sequence H-2-IAb. The binding affinity (normalized) is 0.362. (6) The peptide sequence is NYEQQEQASQQILSS. The MHC is HLA-DPA10201-DPB11401 with pseudo-sequence HLA-DPA10201-DPB11401. The binding affinity (normalized) is 0.158.